From a dataset of Full USPTO retrosynthesis dataset with 1.9M reactions from patents (1976-2016). Predict the reactants needed to synthesize the given product. Given the product [CH3:26][C:24]1[N:25]=[C:21]([CH2:20][C:1]#[N:2])[O:22][C:23]=1[CH3:27], predict the reactants needed to synthesize it. The reactants are: [C-:1]#[N:2].[Na+].C1OCCOCCOCCOCCOC1.Cl[CH2:20][C:21]1[O:22][C:23]([CH3:27])=[C:24]([CH3:26])[N:25]=1.O.